Dataset: Full USPTO retrosynthesis dataset with 1.9M reactions from patents (1976-2016). Task: Predict the reactants needed to synthesize the given product. (1) Given the product [N:6]12[CH2:5][CH:10]3[CH2:16][CH:14]([CH2:13][CH:12]([C:11](=[O:18])[CH2:9]3)[CH2:17]1)[CH2:15]2, predict the reactants needed to synthesize it. The reactants are: C[Si]([CH:5]=[N+:6]=[N-])(C)C.N12[CH2:17][CH:12]3[CH2:13][CH:14]([CH2:16][CH:10]([C:11]3=[O:18])[CH2:9]1)[CH2:15]2.CO.C(=O)([O-])[O-].[Na+].[Na+]. (2) Given the product [CH2:9]([CH:8]([N:16]1[CH2:20][CH2:19][C@H:18]([NH:21][C:34]([NH:33][C:31]2[C:30]3[C:25](=[CH:26][CH:27]=[CH:28][CH:29]=3)[N:24]=[C:23]([CH3:22])[CH:32]=2)=[O:35])[CH2:17]1)[CH2:1][C:2]1[CH:7]=[CH:6][CH:5]=[CH:4][CH:3]=1)[C:10]1[CH:11]=[CH:12][CH:13]=[CH:14][CH:15]=1, predict the reactants needed to synthesize it. The reactants are: [CH2:1]([CH:8]([N:16]1[CH2:20][CH2:19][C@H:18]([NH2:21])[CH2:17]1)[CH2:9][C:10]1[CH:15]=[CH:14][CH:13]=[CH:12][CH:11]=1)[C:2]1[CH:7]=[CH:6][CH:5]=[CH:4][CH:3]=1.[CH3:22][C:23]1[CH:32]=[C:31]([NH:33][C:34](NC2C3C(=CC=CC=3)N=C(C)C=2)=[O:35])[C:30]2[C:25](=[CH:26][CH:27]=[CH:28][CH:29]=2)[N:24]=1.